From a dataset of Reaction yield outcomes from USPTO patents with 853,638 reactions. Predict the reaction yield, written as a fraction of the theoretical maximum amount of product (1.0 means a 100% yield; for example, 0.34 means a 34% yield). (1) The reactants are [CH2:1]([O:8][C:9]1[C:13]([CH:14]([CH:16]2[CH2:21][CH2:20][CH2:19][CH2:18][CH2:17]2)O)=[CH:12][N:11]([C:22]2[CH:27]=[CH:26][C:25]([O:28][C:29]([F:32])([F:31])[F:30])=[CH:24][CH:23]=2)[N:10]=1)[C:2]1[CH:7]=[CH:6][CH:5]=[CH:4][CH:3]=1.[NH2:33][C:34]1[CH:39]=[CH:38][C:37]([C:40]([N:42]([CH3:50])[CH2:43][CH2:44][C:45]([O:47]CC)=[O:46])=[O:41])=[CH:36][CH:35]=1. No catalyst specified. The product is [CH2:1]([O:8][C:9]1[C:13]([CH:14]([NH:33][C:34]2[CH:35]=[CH:36][C:37]([C:40]([N:42]([CH3:50])[CH2:43][CH2:44][C:45]([OH:47])=[O:46])=[O:41])=[CH:38][CH:39]=2)[CH:16]2[CH2:17][CH2:18][CH2:19][CH2:20][CH2:21]2)=[CH:12][N:11]([C:22]2[CH:27]=[CH:26][C:25]([O:28][C:29]([F:31])([F:32])[F:30])=[CH:24][CH:23]=2)[N:10]=1)[C:2]1[CH:3]=[CH:4][CH:5]=[CH:6][CH:7]=1. The yield is 0.520. (2) The reactants are FC(F)(F)C(O)=O.[NH2:8][C:9]([NH:11][C:12]1[NH:13][C:14]2[C:19]([C:20]=1[C:21]([NH2:23])=[O:22])=[CH:18][CH:17]=[C:16]([C:24]1[N:25](C(OC(C)(C)C)=O)[CH:26]=[CH:27][CH:28]=1)[CH:15]=2)=[O:10].[OH-].[Na+].O. The catalyst is ClCCl. The product is [NH2:8][C:9]([NH:11][C:12]1[NH:13][C:14]2[C:19]([C:20]=1[C:21]([NH2:23])=[O:22])=[CH:18][CH:17]=[C:16]([C:24]1[NH:25][CH:26]=[CH:27][CH:28]=1)[CH:15]=2)=[O:10]. The yield is 0.290. (3) The reactants are I[C:2]1[CH:3]=[CH:4][CH:5]=[C:6]2[C:11]=1[N:10]=[C:9]([O:12][C:13]1([CH3:16])[CH2:15][CH2:14]1)[N:8]([CH3:17])[C:7]2=[O:18].[CH3:19][C@@H:20]1[C:24]2[NH:25][C:26](B3OC(C)(C)C(C)(C)O3)=[CH:27][C:23]=2[C:22](=[O:37])[NH:21]1. No catalyst specified. The product is [CH3:17][N:8]1[C:7](=[O:18])[C:6]2[C:11](=[C:2]([C:26]3[NH:25][C:24]4[C@@H:20]([CH3:19])[NH:21][C:22](=[O:37])[C:23]=4[CH:27]=3)[CH:3]=[CH:4][CH:5]=2)[N:10]=[C:9]1[O:12][C:13]1([CH3:16])[CH2:15][CH2:14]1. The yield is 0.310. (4) The reactants are I[C:2]1[CH:7]=[CH:6][C:5]([O:8][CH3:9])=[CH:4][C:3]=1[OH:10].[CH:11]#[C:12][CH3:13]. The catalyst is CN(C)C=O.CN(C)C(N(C)C)=N.[Cu]I.Cl[Pd](Cl)([P](C1C=CC=CC=1)(C1C=CC=CC=1)C1C=CC=CC=1)[P](C1C=CC=CC=1)(C1C=CC=CC=1)C1C=CC=CC=1. The product is [CH3:9][O:8][C:5]1[CH:6]=[CH:7][C:2]2[CH:11]=[C:12]([CH3:13])[O:10][C:3]=2[CH:4]=1. The yield is 0.690. (5) The yield is 0.930. The catalyst is O. The product is [CH2:21]([O:20][C:18]([C:17]1[C:4]([C:6]2[CH:11]=[CH:10][CH:9]=[CH:8][CH:7]=2)=[CH:3][NH:2][C:12]=1[CH:13]([CH3:15])[CH3:14])=[O:19])[CH3:22]. The reactants are Cl.[NH2:2][CH2:3][C:4]([C:6]1[CH:11]=[CH:10][CH:9]=[CH:8][CH:7]=1)=O.[C:12]([CH2:17][C:18]([O:20][CH2:21][CH3:22])=[O:19])(=O)[CH:13]([CH3:15])[CH3:14].C([O-])(=O)C.[Na+].